This data is from Reaction yield outcomes from USPTO patents with 853,638 reactions. The task is: Predict the reaction yield, written as a fraction of the theoretical maximum amount of product (1.0 means a 100% yield; for example, 0.34 means a 34% yield). (1) The reactants are [Cl:1][C:2]1[CH:11]=[CH:10][C:9]([N+:12]([O-])=O)=[C:8]2[C:3]=1[CH:4]=[CH:5][CH:6]=[N:7]2.O.NN. The catalyst is [Ni].CO.C1COCC1. The product is [Cl:1][C:2]1[CH:11]=[CH:10][C:9]([NH2:12])=[C:8]2[C:3]=1[CH:4]=[CH:5][CH:6]=[N:7]2. The yield is 0.980. (2) The product is [CH3:1][N:2]([C:12]1[CH:13]=[C:14]([O:33][CH2:34][CH2:35][CH2:36][S:37]([CH3:40])(=[O:38])=[O:39])[CH:15]=[C:16]2[C:20]=1[NH:19][C:18]([C:21]1[S:22][CH:23]([CH2:26][N:27]3[CH2:32][CH2:31][S:30](=[O:43])[CH2:29][CH2:28]3)[CH2:24][N:25]=1)=[CH:17]2)[S:3]([C:6]1[CH:11]=[CH:10][CH:9]=[CH:8][N:7]=1)(=[O:5])=[O:4]. The catalyst is O1CCCC1.O. The reactants are [CH3:1][N:2]([C:12]1[CH:13]=[C:14]([O:33][CH2:34][CH2:35][CH2:36][S:37]([CH3:40])(=[O:39])=[O:38])[CH:15]=[C:16]2[C:20]=1[NH:19][C:18]([C:21]1[S:22][CH:23]([CH2:26][N:27]3[CH2:32][CH2:31][S:30][CH2:29][CH2:28]3)[CH2:24][N:25]=1)=[CH:17]2)[S:3]([C:6]1[CH:11]=[CH:10][CH:9]=[CH:8][N:7]=1)(=[O:5])=[O:4].C([OH:43])C.OOS([O-])=O.[K+].S([O-])([O-])=O.[Na+].[Na+]. The yield is 0.540. (3) The reactants are [N:1]1[C:10]2[CH2:9][CH2:8][N:7](C(OC(C)(C)C)=O)[CH2:6][C:5]=2[CH:4]=[C:3]([C:18]([O:20][CH3:21])=[O:19])[CH:2]=1.[ClH:22]. No catalyst specified. The product is [ClH:22].[N:1]1[C:10]2[CH2:9][CH2:8][NH:7][CH2:6][C:5]=2[CH:4]=[C:3]([C:18]([O:20][CH3:21])=[O:19])[CH:2]=1. The yield is 1.00. (4) The catalyst is CN(C=O)C. The product is [Cl:1][C:2]1[C:3]([C:9]2[C:10]([C:19]3[CH:24]=[CH:23][C:22]([Cl:25])=[C:21]([O:26][CH2:29][CH2:30][CH2:31][N:32]([CH3:34])[CH3:33])[CH:20]=3)=[N:11][C:12]([C:15]([O:17][CH3:18])=[O:16])=[CH:13][CH:14]=2)=[N:4][CH:5]=[C:6]([Cl:8])[CH:7]=1. The yield is 0.800. The reactants are [Cl:1][C:2]1[C:3]([C:9]2[C:10]([C:19]3[CH:24]=[CH:23][C:22]([Cl:25])=[C:21]([OH:26])[CH:20]=3)=[N:11][C:12]([C:15]([O:17][CH3:18])=[O:16])=[CH:13][CH:14]=2)=[N:4][CH:5]=[C:6]([Cl:8])[CH:7]=1.Cl.Cl[CH2:29][CH2:30][CH2:31][N:32]([CH3:34])[CH3:33].C(=O)([O-])[O-].[Cs+].[Cs+]. (5) The yield is 0.370. The product is [O:8]([C:5]1[N:6]=[CH:7][C:2]([CH:22]=[O:23])=[CH:3][CH:4]=1)[C:9]1[CH:14]=[CH:13][CH:12]=[CH:11][CH:10]=1. The catalyst is O1CCCC1. The reactants are Br[C:2]1[CH:3]=[CH:4][C:5]([O:8][C:9]2[CH:14]=[CH:13][CH:12]=[CH:11][CH:10]=2)=[N:6][CH:7]=1.C([Li])CCC.CN(C)[CH:22]=[O:23]. (6) The reactants are [OH-].[K+].[N+:3]([C:6]1[CH:11]=[CH:10][CH:9]=[CH:8][C:7]=1[S:12]([NH:15][C:16]1[CH:21]=[CH:20][CH:19]=[CH:18][CH:17]=1)(=[O:14])=[O:13])([O-:5])=[O:4].Br[CH2:23][CH2:24][CH:25]=[CH2:26]. The catalyst is CN(C=O)C.CCOC(C)=O. The product is [CH2:26]([N:15]([C:16]1[CH:17]=[CH:18][CH:19]=[CH:20][CH:21]=1)[S:12]([C:7]1[CH:8]=[CH:9][CH:10]=[CH:11][C:6]=1[N+:3]([O-:5])=[O:4])(=[O:14])=[O:13])[CH2:25][CH:24]=[CH2:23]. The yield is 0.635. (7) The reactants are Br[C:2]1[N:7]=[CH:6][C:5]2[C:8]([CH:14]3[CH2:18][NH:17][C:16](=[O:19])[CH2:15]3)=[CH:9][N:10]([CH:11]([CH3:13])[CH3:12])[C:4]=2[CH:3]=1.C1(P(C2C=CC=CC=2)C2C3OC4C(=CC=CC=4P(C4C=CC=CC=4)C4C=CC=CC=4)C(C)(C)C=3C=CC=2)C=CC=CC=1.C(=O)([O-])[O-].[Cs+].[Cs+].[CH:68]1([S:71]([N:74]2[CH:78]=[C:77]([C:79]3[N:84]=[C:83]([NH2:85])[CH:82]=[CH:81][N:80]=3)[CH:76]=[N:75]2)(=[O:73])=[O:72])[CH2:70][CH2:69]1. The catalyst is C1C=CC(/C=C/C(/C=C/C2C=CC=CC=2)=O)=CC=1.C1C=CC(/C=C/C(/C=C/C2C=CC=CC=2)=O)=CC=1.C1C=CC(/C=C/C(/C=C/C2C=CC=CC=2)=O)=CC=1.[Pd].[Pd].O1CCOCC1. The product is [CH:68]1([S:71]([N:74]2[CH:78]=[C:77]([C:79]3[N:84]=[C:83]([NH:85][C:2]4[N:7]=[CH:6][C:5]5[C:8]([CH:14]6[CH2:18][NH:17][C:16](=[O:19])[CH2:15]6)=[CH:9][N:10]([CH:11]([CH3:13])[CH3:12])[C:4]=5[CH:3]=4)[CH:82]=[CH:81][N:80]=3)[CH:76]=[N:75]2)(=[O:72])=[O:73])[CH2:70][CH2:69]1. The yield is 0.300. (8) The reactants are [F:1][C:2]1[CH:7]=[CH:6][CH:5]=[C:4]([F:8])[C:3]=1[C:9]1[S:10][CH:11]=[C:12]([C:14]([O:16]CC)=[O:15])[N:13]=1.[Li+].[OH-].Cl. The catalyst is C1COCC1.CO. The product is [F:8][C:4]1[CH:5]=[CH:6][CH:7]=[C:2]([F:1])[C:3]=1[C:9]1[S:10][CH:11]=[C:12]([C:14]([OH:16])=[O:15])[N:13]=1. The yield is 0.880. (9) The reactants are [N+:1]([C:4]1[CH:9]=[CH:8][C:7]([C:10]2[S:11][C:12]3[CH:17]=[CH:16][N:15]=[CH:14][C:13]=3[N:18]=2)=[CH:6][CH:5]=1)([O-])=O.[NH4+].[Cl-]. The yield is 0.600. The product is [S:11]1[C:12]2[CH:17]=[CH:16][N:15]=[CH:14][C:13]=2[N:18]=[C:10]1[C:7]1[CH:6]=[CH:5][C:4]([NH2:1])=[CH:9][CH:8]=1. The catalyst is CO.O.[Fe]. (10) The reactants are [N:1]1[CH:6]=[CH:5][CH:4]=[CH:3][C:2]=1[C@H:7]([OH:9])[CH3:8].[CH3:10][S:11](Cl)(=[O:13])=[O:12]. The catalyst is ClCCl.CN(C)C1C=CN=CC=1. The product is [CH3:10][S:11]([O:9][C@@H:7]([C:2]1[CH:3]=[CH:4][CH:5]=[CH:6][N:1]=1)[CH3:8])(=[O:13])=[O:12]. The yield is 0.810.